Dataset: Retrosynthesis with 50K atom-mapped reactions and 10 reaction types from USPTO. Task: Predict the reactants needed to synthesize the given product. (1) The reactants are: CN(C)C=O.COc1c(C)c(Br)c(OC)c2ccccc12. Given the product COc1c(C)c(C=O)c(OC)c2ccccc12, predict the reactants needed to synthesize it. (2) Given the product COC(=O)[C@H](Cc1ccc(OC)cc1)NC(=O)C=Cc1cc(F)ccc1F, predict the reactants needed to synthesize it. The reactants are: COC(=O)[C@@H](N)Cc1ccc(OC)cc1.O=C(O)C=Cc1cc(F)ccc1F. (3) Given the product Cc1cc(OC(=O)N(C)SSC(C)(C)C)cc(C)c1N=Cc1ccccc1O, predict the reactants needed to synthesize it. The reactants are: CN(SSC(C)(C)C)C(=O)F.Cc1cc(O)cc(C)c1N=Cc1ccccc1O. (4) Given the product CCCCOc1ccc(S(=O)(=O)C2(C(=O)O)CCN(Cc3ccncc3)CC2)cc1, predict the reactants needed to synthesize it. The reactants are: CCCCOc1ccc(S(=O)(=O)C2(C(=O)OCC)CCN(Cc3ccncc3)CC2)cc1. (5) Given the product Cc1ccc(-c2ncnc3ccc(Br)cc23)cc1C(=O)O, predict the reactants needed to synthesize it. The reactants are: Cc1ccc(B2OC(C)(C)C(C)(C)O2)cc1C(=O)O.Clc1ncnc2ccc(Br)cc12. (6) Given the product Cc1nc(CCc2c(-c3ccccc3)noc2C)sc1C(=O)N[C@H]1CCOC1, predict the reactants needed to synthesize it. The reactants are: Cc1nc(CCc2c(-c3ccccc3)noc2C)sc1C(=O)O.N[C@H]1CCOC1. (7) The reactants are: N#Cc1cccc(B(O)O)c1.Nc1ncc(Br)cc1C=O. Given the product N#Cc1cccc(-c2cnc(N)c(C=O)c2)c1, predict the reactants needed to synthesize it. (8) Given the product O=C(O)c1cnc(Nc2ccccc2/C=C/c2n[nH]c3ccccc23)s1, predict the reactants needed to synthesize it. The reactants are: CCOC(=O)c1cnc(Nc2ccccc2/C=C/c2n[nH]c3ccccc23)s1. (9) Given the product C[C@H]1CC(S)C[C@@H](C)O1, predict the reactants needed to synthesize it. The reactants are: CC(=O)SC1CC(C)OC(C)C1. (10) The reactants are: C#Cc1cccc(N)c1.C[C@@H](C(=O)O)N(C)C(=O)OC(C)(C)C. Given the product C#Cc1cccc(NC(=O)[C@H](C)N(C)C(=O)OC(C)(C)C)c1, predict the reactants needed to synthesize it.